This data is from Reaction yield outcomes from USPTO patents with 853,638 reactions. The task is: Predict the reaction yield, written as a fraction of the theoretical maximum amount of product (1.0 means a 100% yield; for example, 0.34 means a 34% yield). The reactants are [Cl:1][C:2]1[N:7]=[C:6](S(C)=O)[N:5]=[C:4]2[N:11]([C:16]3[C:21]([F:22])=[CH:20][CH:19]=[CH:18][C:17]=3[F:23])[C:12](=[O:15])[NH:13][CH2:14][C:3]=12.[N:24]1([CH:30]2[CH2:35][CH2:34][NH:33][CH2:32][CH2:31]2)[CH2:29][CH2:28][CH2:27][CH2:26][CH2:25]1.C(N(CC)C(C)C)(C)C. The catalyst is C(Cl)Cl. The product is [N:24]1([CH:30]2[CH2:35][CH2:34][N:33]([C:6]3[N:5]=[C:4]4[N:11]([C:16]5[C:21]([F:22])=[CH:20][CH:19]=[CH:18][C:17]=5[F:23])[C:12](=[O:15])[NH:13][CH2:14][C:3]4=[C:2]([Cl:1])[N:7]=3)[CH2:32][CH2:31]2)[CH2:29][CH2:28][CH2:27][CH2:26][CH2:25]1. The yield is 0.830.